From a dataset of Catalyst prediction with 721,799 reactions and 888 catalyst types from USPTO. Predict which catalyst facilitates the given reaction. (1) Reactant: Cl[CH2:2][C@@H:3]([OH:22])[C@@H:4]([NH:14][C:15](=[O:21])[O:16][C:17]([CH3:20])([CH3:19])[CH3:18])[CH2:5][C:6]1[CH:11]=[C:10]([F:12])[CH:9]=[C:8]([F:13])[CH:7]=1.[OH-].[K+].O. Product: [F:13][C:8]1[CH:7]=[C:6]([CH2:5][C@H:4]([NH:14][C:15](=[O:21])[O:16][C:17]([CH3:20])([CH3:19])[CH3:18])[C@H:3]2[CH2:2][O:22]2)[CH:11]=[C:10]([F:12])[CH:9]=1. The catalyst class is: 8. (2) Reactant: [C:1](N1C=CN=C1)(N1C=CN=C1)=O.[C:13]1([CH3:25])[CH:18]=[C:17]([C:19]([OH:21])=[O:20])[CH:16]=[C:15]([C:22]([OH:24])=[O:23])[CH:14]=1.[CH2:26]1[CH2:36][CH2:35]N2C(=NCCC2)CC1.[CH3:37][C:38](O)([CH3:40])[CH3:39].Cl. Product: [C:13]1([CH3:25])[CH:18]=[C:17]([C:19]([O:21][C:38]([CH3:40])([CH3:39])[CH3:37])=[O:20])[CH:16]=[C:15]([C:22]([O:24][C:36]([CH3:35])([CH3:26])[CH3:1])=[O:23])[CH:14]=1. The catalyst class is: 215. (3) Reactant: [CH3:1][N:2]1[CH2:7][CH2:6][N:5]([C:8]2[C:16]3[C:11](=[CH:12][C:13]([C:17]([O-:19])=O)=[CH:14][CH:15]=3)[NH:10][N:9]=2)[CH2:4][CH2:3]1.[Li+].C(Cl)CCl.C1C=CC2N(O)N=NC=2C=1.CCN(CC)CC.[F:42][C:43]([F:54])([F:53])[O:44][C:45]1[CH:52]=[CH:51][C:48]([CH2:49][NH2:50])=[CH:47][CH:46]=1. Product: [F:42][C:43]([F:53])([F:54])[O:44][C:45]1[CH:52]=[CH:51][C:48]([CH2:49][NH:50][C:17]([C:13]2[CH:12]=[C:11]3[C:16]([C:8]([N:5]4[CH2:4][CH2:3][N:2]([CH3:1])[CH2:7][CH2:6]4)=[N:9][NH:10]3)=[CH:15][CH:14]=2)=[O:19])=[CH:47][CH:46]=1. The catalyst class is: 39. (4) Reactant: [N:1]1[C:9]2[C:4](=[N:5][CH:6]=[CH:7][CH:8]=2)[N:3]([C:10]2[CH:15]=[CH:14][C:13]([CH2:16][C:17]([OH:19])=O)=[CH:12][CH:11]=2)[CH:2]=1.[CH3:20][O:21][C:22]1[CH:38]=[CH:37][C:25]([C:26]2[CH:27]=[C:28]([C:33]([F:36])([F:35])[F:34])[CH:29]=[C:30]([NH2:32])[CH:31]=2)=[CH:24][CH:23]=1. Product: [N:1]1[C:9]2[C:4](=[N:5][CH:6]=[CH:7][CH:8]=2)[N:3]([C:10]2[CH:11]=[CH:12][C:13]([CH2:16][C:17]([NH:32][C:30]3[CH:31]=[C:26]([C:25]4[CH:37]=[CH:38][C:22]([O:21][CH3:20])=[CH:23][CH:24]=4)[CH:27]=[C:28]([C:33]([F:34])([F:35])[F:36])[CH:29]=3)=[O:19])=[CH:14][CH:15]=2)[CH:2]=1. The catalyst class is: 828. (5) Reactant: [CH2:1]([O:8][C:9]([NH:11][CH:12](O)[C:13]([OH:15])=[O:14])=[O:10])[C:2]1[CH:7]=[CH:6][CH:5]=[CH:4][CH:3]=1.[CH3:17][C:18]1[CH:23]=[CH:22][CH:21]=[CH:20][C:19]=1[O:24][CH3:25].S(=O)(=O)(O)O. Product: [CH2:1]([O:8][C:9]([NH:11][CH:12]([C:22]1[CH:21]=[CH:20][C:19]([O:24][CH3:25])=[C:18]([CH3:17])[CH:23]=1)[C:13]([OH:15])=[O:14])=[O:10])[C:2]1[CH:7]=[CH:6][CH:5]=[CH:4][CH:3]=1. The catalyst class is: 15. (6) Reactant: [CH3:1][C:2]1[CH:7]=[CH:6][N:5]2[C:8]([CH2:22][CH:23]3[CH2:28][CH2:27][N:26]([C:29]([O:31][C:32](C)(C)C)=[O:30])[CH2:25][CH2:24]3)=[C:9]([C:11]3[CH:16]=[CH:15][C:14]([C:17](=[O:20])[NH:18][CH3:19])=[CH:13][C:12]=3[CH3:21])[N:10]=[C:4]2[CH:3]=1.CNC(=O)C1C=CC(C2N=C3C=C(C)C=CN3C=2)=C(C)C=1.Cl.ClC(OC)=O.CCN(C(C)C)C(C)C. Product: [CH3:1][C:2]1[CH:7]=[CH:6][N:5]2[C:8]([CH2:22][CH:23]3[CH2:28][CH2:27][N:26]([C:29]([O:31][CH3:32])=[O:30])[CH2:25][CH2:24]3)=[C:9]([C:11]3[CH:16]=[CH:15][C:14]([C:17](=[O:20])[NH:18][CH3:19])=[CH:13][C:12]=3[CH3:21])[N:10]=[C:4]2[CH:3]=1. The catalyst class is: 5. (7) Reactant: F[C:2]1[CH:10]=[N:9][CH:8]=[CH:7][C:3]=1[C:4]([OH:6])=[O:5].[F:11][C:12]([F:22])([F:21])[S:13][C:14]1[CH:20]=[CH:19][C:17]([NH2:18])=[CH:16][CH:15]=1.[Li+].C[Si]([N-][Si](C)(C)C)(C)C.Cl. Product: [F:11][C:12]([S:13][C:14]1[CH:20]=[CH:19][C:17]([NH:18][C:2]2[CH:10]=[N:9][CH:8]=[CH:7][C:3]=2[C:4]([OH:6])=[O:5])=[CH:16][CH:15]=1)([F:22])[F:21]. The catalyst class is: 1. (8) Reactant: [S:1]1[C:5]2[CH:6]=[CH:7][CH:8]=[CH:9][C:4]=2[C:3]([CH2:10][CH2:11]O)=[CH:2]1.C1(P(C2C=CC=CC=2)C2C=CC=CC=2)C=CC=CC=1.[I:32]I.N1C=CN=C1. The catalyst class is: 1. Product: [S:1]1[C:5]2[CH:6]=[CH:7][CH:8]=[CH:9][C:4]=2[C:3]([CH2:10][CH2:11][I:32])=[CH:2]1. (9) Reactant: [H-].[Na+].[Cl:3][C:4]1[CH:9]=[CH:8][C:7]([CH2:10][C:11]#[N:12])=[CH:6][CH:5]=1.Cl[CH2:14][CH2:15][N:16]([CH2:24][CH2:25]Cl)[C:17](=[O:23])[O:18][C:19]([CH3:22])([CH3:21])[CH3:20].[Cl-].[NH4+]. Product: [Cl:3][C:4]1[CH:9]=[CH:8][C:7]([C:10]2([C:11]#[N:12])[CH2:25][CH2:24][N:16]([C:17]([O:18][C:19]([CH3:21])([CH3:20])[CH3:22])=[O:23])[CH2:15][CH2:14]2)=[CH:6][CH:5]=1. The catalyst class is: 1.